This data is from Forward reaction prediction with 1.9M reactions from USPTO patents (1976-2016). The task is: Predict the product of the given reaction. Given the reactants C(OC(=O)[CH:5]([C:11](=[O:22])[C:12]1[CH:17]=[CH:16][C:15]([N+:18]([O-:20])=[O:19])=[CH:14][C:13]=1[Br:21])C(OCC)=O)C, predict the reaction product. The product is: [Br:21][C:13]1[CH:14]=[C:15]([N+:18]([O-:20])=[O:19])[CH:16]=[CH:17][C:12]=1[C:11](=[O:22])[CH3:5].